Dataset: Full USPTO retrosynthesis dataset with 1.9M reactions from patents (1976-2016). Task: Predict the reactants needed to synthesize the given product. (1) Given the product [NH2:8][C:4]1[N:5]=[CH:6][N:7]=[C:2]([NH:15][C@H:16]([C:19]2[N:28]([CH:29]3[CH2:30][CH2:31]3)[C:27](=[O:32])[C:26]3[C:21](=[CH:22][CH:23]=[CH:24][C:25]=3[Cl:33])[N:20]=2)[CH2:17][CH3:18])[C:3]=1[C:9]1[N:13]([CH3:14])[N:12]=[CH:11][N:10]=1, predict the reactants needed to synthesize it. The reactants are: Cl[C:2]1[N:7]=[CH:6][N:5]=[C:4]([NH2:8])[C:3]=1[C:9]1[N:13]([CH3:14])[N:12]=[CH:11][N:10]=1.[NH2:15][C@H:16]([C:19]1[N:28]([CH:29]2[CH2:31][CH2:30]2)[C:27](=[O:32])[C:26]2[C:21](=[CH:22][CH:23]=[CH:24][C:25]=2[Cl:33])[N:20]=1)[CH2:17][CH3:18].C(N(CC)C(C)C)(C)C. (2) Given the product [CH3:1][O:2][CH2:3][C@@H:4]([NH:6][C:7]([C:9]1[C:17]2[C:12](=[N:13][CH:14]=[C:15]([C:28]3[N:32]4[CH:33]=[CH:34][C:35]([C:37]#[N:38])=[CH:36][C:31]4=[N:30][CH:29]=3)[N:16]=2)[N:11]([CH2:19][O:20][CH2:21][CH2:22][Si:23]([CH3:26])([CH3:25])[CH3:24])[CH:10]=1)=[O:8])[CH3:5], predict the reactants needed to synthesize it. The reactants are: [CH3:1][O:2][CH2:3][C@@H:4]([NH:6][C:7]([C:9]1[C:17]2[C:12](=[N:13][CH:14]=[C:15](Br)[N:16]=2)[N:11]([CH2:19][O:20][CH2:21][CH2:22][Si:23]([CH3:26])([CH3:25])[CH3:24])[CH:10]=1)=[O:8])[CH3:5].I[C:28]1[N:32]2[CH:33]=[CH:34][C:35]([C:37]#[N:38])=[CH:36][C:31]2=[N:30][CH:29]=1. (3) The reactants are: [Cl:1][C:2]1[CH:3]=[C:4]2[C:8](=[CH:9][CH:10]=1)[NH:7][CH:6]=[C:5]2[CH2:11][CH2:12][NH:13][C:14](=[O:23])[C:15]1[CH:20]=[CH:19][CH:18]=[C:17]([CH2:21]Cl)[CH:16]=1.[F:24][C:25]1[CH:30]=[CH:29][C:28](B(O)O)=[CH:27][CH:26]=1.C(=O)([O-])[O-].[Na+].[Na+].[I-].[Na+]. Given the product [Cl:1][C:2]1[CH:3]=[C:4]2[C:8](=[CH:9][CH:10]=1)[NH:7][CH:6]=[C:5]2[CH2:11][CH2:12][NH:13][C:14](=[O:23])[C:15]1[CH:20]=[CH:19][CH:18]=[C:17]([CH2:21][C:28]2[CH:29]=[CH:30][C:25]([F:24])=[CH:26][CH:27]=2)[CH:16]=1, predict the reactants needed to synthesize it. (4) Given the product [Cl:28][C:29]1[CH:30]=[C:31]2[C:35](=[CH:36][CH:37]=1)[NH:34][C:33]([C:38]([N:56]1[CH2:57][CH2:58][N:53]([CH3:52])[CH2:54][CH2:55]1)=[O:40])=[C:32]2[S:41]([C:44]1[CH:45]=[C:46]([CH3:51])[CH:47]=[C:48]([CH3:50])[CH:49]=1)(=[O:42])=[O:43], predict the reactants needed to synthesize it. The reactants are: F[P-](F)(F)(F)(F)F.N1(O[P+](N(C)C)(N(C)C)N(C)C)C2C=CC=CC=2N=N1.[Cl:28][C:29]1[CH:30]=[C:31]2[C:35](=[CH:36][CH:37]=1)[NH:34][C:33]([C:38]([OH:40])=O)=[C:32]2[S:41]([C:44]1[CH:49]=[C:48]([CH3:50])[CH:47]=[C:46]([CH3:51])[CH:45]=1)(=[O:43])=[O:42].[CH3:52][N:53]1[CH2:58][CH2:57][NH:56][CH2:55][CH2:54]1.C(N(CC)CC)C. (5) Given the product [OH:42][CH:41]([CH3:40])[C:6]([N:8]1[CH2:9][CH:10]([N:12]2[CH:16]=[C:15]([C:17]3[CH:38]=[CH:37][C:20]4[C:21]5[N:22]=[C:23]([C:29]6[N:30]([CH:34]([CH3:36])[CH3:35])[N:31]=[CH:32][N:33]=6)[S:24][C:25]=5[CH2:26][CH2:27][O:28][C:19]=4[CH:18]=3)[CH:14]=[N:13]2)[CH2:11]1)=[O:7], predict the reactants needed to synthesize it. The reactants are: C(O[C:6]([N:8]1[CH2:11][CH:10]([N:12]2[CH:16]=[C:15]([C:17]3[CH:38]=[CH:37][C:20]4[C:21]5[N:22]=[C:23]([C:29]6[N:30]([CH:34]([CH3:36])[CH3:35])[N:31]=[CH:32][N:33]=6)[S:24][C:25]=5[CH2:26][CH2:27][O:28][C:19]=4[CH:18]=3)[CH:14]=[N:13]2)[CH2:9]1)=[O:7])(C)(C)C.F[C:40](F)(F)[C:41](O)=[O:42].CCN(C(C)C)C(C)C.C(O)(=O)C(C)O.CN(C(ON1N=NC2C=CC=NC1=2)=[N+](C)C)C.F[P-](F)(F)(F)(F)F. (6) The reactants are: [C:1]1([C:7]2[CH:8]=[C:9]([CH:14]=[CH:15][N:16]=2)[C:10]([O:12][CH3:13])=[O:11])[CH:6]=[CH:5][CH:4]=[CH:3][CH:2]=1. Given the product [C:1]1([CH:7]2[CH2:8][CH:9]([C:10]([O:12][CH3:13])=[O:11])[CH2:14][CH2:15][NH:16]2)[CH:2]=[CH:3][CH:4]=[CH:5][CH:6]=1, predict the reactants needed to synthesize it. (7) Given the product [CH2:1]([N:8]1[C:12]2[N:13]=[C:14]([NH2:18])[N:15]=[C:16]([NH:22][C:21]3[C:23]([CH3:28])=[CH:24][C:25]([CH3:27])=[CH:26][C:20]=3[CH3:19])[C:11]=2[CH:10]=[CH:9]1)[C:2]1[CH:7]=[CH:6][CH:5]=[CH:4][CH:3]=1, predict the reactants needed to synthesize it. The reactants are: [CH2:1]([N:8]1[C:12]2[N:13]=[C:14]([NH2:18])[N:15]=[C:16](Cl)[C:11]=2[CH:10]=[CH:9]1)[C:2]1[CH:7]=[CH:6][CH:5]=[CH:4][CH:3]=1.[CH3:19][C:20]1[CH:26]=[C:25]([CH3:27])[CH:24]=[C:23]([CH3:28])[C:21]=1[NH2:22].FC(F)(F)C(O)=O. (8) Given the product [CH3:26][O:27][C:28]1[CH:29]=[C:30]([CH:54]=[CH:55][C:56]=1[O:57][CH3:58])[CH2:1][N:2]1[C:6]([C:7]2[S:19][C:10]3[N:11]=[CH:12][N:13]=[C:14]([S:15]([CH3:18])(=[O:17])=[O:16])[C:9]=3[CH:8]=2)=[C:5]([C:20]2[CH:25]=[CH:24][CH:23]=[CH:22][CH:21]=2)[N:4]=[CH:3]1, predict the reactants needed to synthesize it. The reactants are: [CH3:1][N:2]1[C:6]([C:7]2[S:19][C:10]3[N:11]=[CH:12][N:13]=[C:14]([S:15]([CH3:18])(=[O:17])=[O:16])[C:9]=3[CH:8]=2)=[C:5]([C:20]2[CH:25]=[CH:24][CH:23]=[CH:22][CH:21]=2)[N:4]=[CH:3]1.[CH3:26][O:27][C:28]1[CH:29]=[C:30]([CH:54]=[CH:55][C:56]=1[O:57][CH3:58])CN1C(C2SC3N=CN=C(SC)C=3C=2)=C(C2C=CC=CC=2)N=C1. (9) Given the product [C:30]([NH2:32])(=[O:31])[C:29]1[CH:37]=[CH:38][CH:26]=[CH:27][CH:28]=1, predict the reactants needed to synthesize it. The reactants are: C1(S(N2C3=NC=CC=C3C=C2C([C:26]2[CH:38]=[CH:37][C:29]([C:30]([NH:32]C(C)(C)C)=[O:31])=[CH:28][CH:27]=2)=CC2CCCC2)(=O)=O)C=CC=CC=1.[F-].C([N+](CCCC)(CCCC)CCCC)CCC. (10) Given the product [ClH:39].[NH2:7][CH2:8][C:9]([N:11]1[CH2:16][CH2:15][N:14]([C:17]2[CH:22]=[CH:21][C:20]([O:23][CH3:24])=[C:19]([O:25][CH:26]3[CH2:27][CH2:28][CH2:29][CH2:30]3)[CH:18]=2)[CH2:13][C@@H:12]1[CH2:31][C:32]1[CH:37]=[CH:36][CH:35]=[CH:34][CH:33]=1)=[O:10], predict the reactants needed to synthesize it. The reactants are: C(OC(=O)[NH:7][CH2:8][C:9]([N:11]1[CH2:16][CH2:15][N:14]([C:17]2[CH:22]=[CH:21][C:20]([O:23][CH3:24])=[C:19]([O:25][CH:26]3[CH2:30][CH2:29][CH2:28][CH2:27]3)[CH:18]=2)[CH2:13][C@@H:12]1[CH2:31][C:32]1[CH:37]=[CH:36][CH:35]=[CH:34][CH:33]=1)=[O:10])(C)(C)C.[ClH:39].